Dataset: Full USPTO retrosynthesis dataset with 1.9M reactions from patents (1976-2016). Task: Predict the reactants needed to synthesize the given product. (1) Given the product [Br:1][C:2]1[C:3]2[C:4](=[O:5])[N:6]([C:7]([CH3:15])([C:9]3[CH:14]=[CH:13][CH:12]=[CH:11][CH:10]=3)[CH3:8])[CH:37]([OH:38])[C:16]=2[CH:17]=[CH:18][N:19]=1, predict the reactants needed to synthesize it. The reactants are: [Br:1][C:2]1[N:19]=[CH:18][CH:17]=[CH:16][C:3]=1[C:4]([NH:6][C:7]([CH3:15])([C:9]1[CH:14]=[CH:13][CH:12]=[CH:11][CH:10]=1)[CH3:8])=[O:5].[Li+].CC([N-]C(C)C)C.CCCCCCC.C1C[O:38][CH2:37]C1.C(C1C=CC=CC=1)C.CN(C=O)C.O. (2) Given the product [Br:1][C:2]1[CH:7]=[C:6]([F:8])[CH:5]=[CH:4][C:3]=1[N:9]1[C:19]([CH3:20])=[CH:18][CH:17]=[C:11]([C:12]#[N:13])[C:10]1=[O:14], predict the reactants needed to synthesize it. The reactants are: [Br:1][C:2]1[CH:7]=[C:6]([F:8])[CH:5]=[CH:4][C:3]=1[NH:9][C:10](=[O:14])[CH2:11][C:12]#[N:13].CO/[CH:17]=[CH:18]/[C:19](=O)[CH3:20].N12CCN(CC1)CC2.COCCOCCO. (3) Given the product [F:19][CH:2]([F:1])[C:3]1[CH:12]=[C:11]2[C:6]([CH2:7][CH2:8][CH2:9][N:10]2[C:21]2[C:25]3[CH2:26][N:27]([C:30](=[O:32])[CH3:31])[CH2:28][CH2:29][C:24]=3[N:23]([CH:33]3[CH2:38][CH2:37][O:36][CH2:35]3)[N:22]=2)=[CH:5][C:4]=1[C:13]1[CH:14]=[N:15][N:16]([CH3:18])[CH:17]=1, predict the reactants needed to synthesize it. The reactants are: [F:1][CH:2]([F:19])[C:3]1[CH:12]=[C:11]2[C:6]([CH2:7][CH2:8][CH2:9][NH:10]2)=[CH:5][C:4]=1[C:13]1[CH:14]=[N:15][N:16]([CH3:18])[CH:17]=1.Br[C:21]1[C:25]2[CH2:26][N:27]([C:30](=[O:32])[CH3:31])[CH2:28][CH2:29][C:24]=2[N:23]([CH:33]2[CH2:38][CH2:37][O:36][CH2:35]C2)[N:22]=1.COC(C)(C)C.C1(P(C2CCCCC2)C2C=CC=CC=2C2C(OC(C)C)=CC=CC=2OC(C)C)CCCCC1.C(O[Na])(C)(C)C. (4) Given the product [CH2:1]([C:5]1[CH:6]=[C:7]([CH:8]=[C:9]([OH:11])[CH:10]=1)[O:12][CH2:20][C:21]1[C:29]2[C:24](=[CH:25][CH:26]=[CH:27][CH:28]=2)[N:23]([C:30]([O:32][C:33]([CH3:36])([CH3:35])[CH3:34])=[O:31])[CH:22]=1)[CH2:2][CH2:3][CH3:4], predict the reactants needed to synthesize it. The reactants are: [CH2:1]([C:5]1[CH:6]=[C:7]([OH:12])[CH:8]=[C:9]([OH:11])[CH:10]=1)[CH2:2][CH2:3][CH3:4].CC([O-])(C)C.[K+].Br[CH2:20][C:21]1[C:29]2[C:24](=[CH:25][CH:26]=[CH:27][CH:28]=2)[N:23]([C:30]([O:32][C:33]([CH3:36])([CH3:35])[CH3:34])=[O:31])[CH:22]=1. (5) Given the product [CH2:26]([N:23]1[C:11]2[N:12]=[CH:13][C:14]([C:15]3[CH2:22][C:18]4([CH2:19][CH2:20][CH2:21]4)[O:17][N:16]=3)=[C:9]([NH2:8])[C:10]=2[CH:25]=[N:24]1)[CH3:27], predict the reactants needed to synthesize it. The reactants are: C([NH:8][C:9]1[C:10]2[CH:25]=[N:24][N:23]([CH2:26][CH3:27])[C:11]=2[N:12]=[CH:13][C:14]=1[C:15]1[CH2:22][C:18]2([CH2:21][CH2:20][CH2:19]2)[O:17][N:16]=1)C1C=CC=CC=1. (6) Given the product [C:36]([C:23]1[CH:24]=[C:25]2[C:30](=[CH:31][C:22]=1[O:21][C:20]1[CH:38]=[CH:39][C:17]([C:15](=[O:16])[NH:14][C:11]3[CH:10]=[C:9]([C:8]4[CH:13]=[CH:12][C:47]([CH3:48])=[CH:10][CH:9]=4)[CH:8]=[CH:13][CH:12]=3)=[CH:18][CH:19]=1)[O:29][CH2:28][CH2:27][CH:26]2[C:32]([OH:34])=[O:33])#[N:37], predict the reactants needed to synthesize it. The reactants are: CC1C=CC([C:8]2[CH:13]=[CH:12][C:11]([NH:14][C:15]([C:17]3[CH:39]=[CH:38][C:20]([O:21][C:22]4[CH:31]=[C:30]5[C:25]([CH:26]([C:32]([O:34]C)=[O:33])[CH2:27][CH2:28][O:29]5)=[CH:24][C:23]=4[C:36]#[N:37])=[CH:19][CH:18]=3)=[O:16])=[CH:10][CH:9]=2)=CC=1.O[Li].O.O1[CH2:48][CH2:47]OCC1.Cl.